From a dataset of Experimentally validated miRNA-target interactions with 360,000+ pairs, plus equal number of negative samples. Binary Classification. Given a miRNA mature sequence and a target amino acid sequence, predict their likelihood of interaction. (1) The miRNA is hsa-miR-6761-5p with sequence UCUGAGAGAGCUCGAUGGCAG. The protein sequence of the target gene is MEAQAVPEGSGPSTASPRTAPPVTVLVMRQDEAEADGALRPGLAGSEAAADAEDEAGDDDADLLDTSDPAGGGESAASPEELEDEDAEGGGAARRRGSKTCTYEGCRETTSQVAKQRKPWMCKKHRNKMYKDKYKKKKSDQALGSGGPSAASTGNVKLEESTDNILSIVKQRTGSFGDRPARPTLLEQVLNQKRLSLLRSPEVVQFLQKQQQLLNQQVLEQRQQHFPGAPV. Result: 0 (no interaction). (2) The protein sequence of the target gene is MDPARPLGLSILLLFLTEAALGDAAQEPTGNNAEICLLPLDYGPCRALLLRYYYDRYTQSCRQFLYGGCEGNANNFYTWEACDDACWRIEKVPKVCRLQVSVDDQCEGSTEKYFFNLSSMTCEKFFSGGCHRNRIENRFPDEATCMGFCAPKKIPSFCYSPKDEGLCSANVTRYYFNPRYRTCDAFTYTGCGGNDNNFVSREDCKRACAKALKKKKKMPKLRFASRIRKIRKKQF. The miRNA is mmu-miR-882 with sequence AGGAGAGAGUUAGCGCAUUAGU. Result: 0 (no interaction). (3) The miRNA is cel-miR-49-3p with sequence AAGCACCACGAGAAGCUGCAGA. The protein sequence of the target gene is MVKFPALTHYWPLIRFLVPLGITNIAIDFGEQALNRGIAAVKEDAVEMLASYGLAYSLMKFFTGPMSDFKNVGLVFVNSKRDRAKAVLCMVVAGAIAAVFHTLIAYSDLGYYIINKLHHVDESVGSKTRRAFLYLAAFPFMDAMAWTHAGILLKHKYSFLVGCASISDVIAQVVFVAILLHSHLECREPLLIPILSLYMGALVRCTTLCLGYYRNIHDIIPDRSGPELGGDATIRKMLSFWWPLALILATQRISRPIVNLFVSRDLGGSSAATEAVAILTATYPVGHMPYGWLTEIRAVY.... Result: 0 (no interaction). (4) The miRNA is hsa-miR-5701 with sequence UUAUUGUCACGUUCUGAUU. The protein sequence of the target gene is MEEQPQMQDADEPADSGGEGRAGGPPQVAGAQAACSEDRMTLLLRLRAQTKQQLLEYKSMVDASEEKTPEQIMQEKQIEAKIEDLENEIEEVKVAFEIKKLALDRMRLSTALKKNLEKISRQSSVLMDNMKHLLELNKLIMKSQQESWDLEEKLLDIRKKRLQLKQASESKLLEIQTEKNKQKIDLDSMENSERIKIIRQNLQMEIKITTVIQHVFQNLILGSKVNWAEDPALKEIVLQLEKNVDMM. Result: 0 (no interaction). (5) The miRNA is hsa-miR-6506-3p with sequence UCGUAUCAGAGAUUCCAGACAC. The protein sequence of the target gene is MEQKPSKVECGSDPEENSARSPDGKRKRKNGQCSLKTSMSGYIPSYLDKDEQCVVCGDKATGYHYRCITCEGCKGFFRRTIQKNLHPTYSCKYDSCCVIDKITRNQCQLCRFKKCIAVGMAMDLVLDDSKRVAKRKLIEQNRERRRKEEMIRSLQQRPEPTPEEWDLIHIATEAHRSTNAQGSHWKQRRKFLPDDIGQSPIVSMPDGDKVDLEAFSEFTKIITPAITRVVDFAKKLPMFSELPCEDQIILLKGCCMEIMSLRAAVRYDPESDTLTLSGEMAVKREQLKNGGLGVVSDAIF.... Result: 0 (no interaction). (6) The miRNA is hsa-miR-30b-3p with sequence CUGGGAGGUGGAUGUUUACUUC. The protein sequence of the target gene is MTTSGALFPSLVPGSRGASNKYLVEFRAGKMSLKGTTVTPDKRKGLVYIQQTDDSLIHFCWKDRTSGNVEDDLIIFPDDCEFKRVPQCPSGRVYVLKFKAGSKRLFFWMQEPKTDQDEEHCRKVNEYLNNPPMPGALGASGSSGHELSALGGEGGLQSLLGNMSHSQLMQLIGPAGLGGLGGLGALTGPGLASLLGSSGPPGSSSSSSSRSQSAAVTPSSTTSSTRATPAPSAPAAASATSPSPAPSSGNGASTAASPTQPIQLSDLQSILATMNVPAGPAGGQQVDLASVLTPEIMAPI.... Result: 1 (interaction). (7) The miRNA is mmu-miR-693-3p with sequence GCAGCUUUCAGAUGUGGCUGUAA. The protein sequence of the target gene is MAKFRRRTCIILALFILFIFSLMMGLKMLRPNTATFGAPFGLDLLPELHQRTIHLGKNFDFQKSDRINSETNTKNLKSVEITMKPSKASELNLDELPPLNNYLHVFYYSWYGNPQFDGKYIHWNHPVLEHWDPRIAKNYPQGRHNPPDDIGSSFYPELGSYSSRDPSVIETHMRQMRSASIGVLALSWYPPDVNDENGEPTDNLVPTILDKAHKYNLKVTFHIEPYSNRDDQNMYKNVKYIIDKYGNHPAFYRYKTKTGNALPMFYVYDSYITKPEKWANLLTTSGSRSIRNSPYDGLFI.... Result: 0 (no interaction). (8) The miRNA is mmu-miR-872-5p with sequence AAGGUUACUUGUUAGUUCAGG. The protein sequence of the target gene is MSSNDSSLMAGIIYYSQEKYFHHVQQAAAVGLEKFSNDPVLKFFKAYGVLKEEHIQDAISDLESIRHHPDVSLCSTMALIYAHKRCEIIDREAIQELEYSLKEIRKTVSGTALYYAGLFLWLIGRHDKAKEYIDRMLKISRGFREAYVLRGWVDLTSDKPHTAKKAIEYLEQGIQDTKDVLGLMGKAMYFMMQQNYSEALEVVNQITVTSGSFLPALVLKMQLFLARQDWEQTVEMGHRILEKDESNIDACQILTVHELAREGNMTTVSSLKTQKATNHVRNLIKALETREPENPSLHLK.... Result: 0 (no interaction). (9) The miRNA is hsa-let-7d-5p with sequence AGAGGUAGUAGGUUGCAUAGUU. The protein sequence of the target gene is MTFYLFGIRSFPKLWKSPYLGLGPGHSYVSLFLADRCGIRNQQRLFSLKTMSPQNTKATNLIAKARYLRKDEGSNKQVYSVPHFFLAGAAKERSQMNSQTEDHALAPVRNTIQLPTQPLNSEEWDKLKEDLKENTGKTSFESWIISQMAGCHSSIDVAKSLLAWVAAKNNGIVSYDLLVKYLYLCVFHMQTSEVIDVFEIMKARYKTLEPRGYSLLIRGLIHSDRWREALLLLEDIKKVITPSKKNYNDCIQGALLHQDVNTAWNLYQELLGHDIVPMLETLKAFFDFGKDIKDDNYSNK.... Result: 1 (interaction). (10) The protein sequence of the target gene is MQTAGALFISPALIRCCTRGLIRPVSASFLNSPVNSSKQPSYSNFPLQVARREFQTSVVSRDIDTAAKFIGAGAATVGVAGSGAGIGTVFGSLIIGYARNPSLKQQLFSYAILGFALSEAMGLFCLMVAFLILFAM. The miRNA is rno-miR-485-5p with sequence AGAGGCUGGCCGUGAUGAAUUC. Result: 0 (no interaction).